Dataset: Forward reaction prediction with 1.9M reactions from USPTO patents (1976-2016). Task: Predict the product of the given reaction. (1) Given the reactants [CH3:1][O:2][C:3]1[CH:8]=[CH:7][C:6]([C:9](=[O:18])[CH2:10][S:11][CH2:12][C:13]([O:15][CH2:16][CH3:17])=[O:14])=[CH:5][CH:4]=1.[CH3:19][C:20]([CH3:25])([CH2:23]O)[CH2:21][OH:22].C1(C)C=CC(S(O)(=O)=O)=CC=1, predict the reaction product. The product is: [CH3:1][O:2][C:3]1[CH:8]=[CH:7][C:6]([C:9]2([CH2:10][S:11][CH2:12][C:13]([O:15][CH2:16][CH3:17])=[O:14])[O:22][CH2:21][C:20]([CH3:25])([CH3:23])[CH2:19][O:18]2)=[CH:5][CH:4]=1. (2) Given the reactants [Cl:1][C:2]1[CH:3]=[C:4]2[C:9](=[CH:10][C:11]=1[C:12]([OH:14])=O)[N:8]=[CH:7][N:6]=[C:5]2[NH:15][CH:16]([C:18]1[NH:22][C:21]2[CH:23]=[CH:24][C:25]([Cl:27])=[CH:26][C:20]=2[N:19]=1)[CH3:17].FC1C(OC(N(C)C)=[N+](C)C)=C(F)C(F)=C(F)C=1F.F[P-](F)(F)(F)(F)F.C(N(C(C)C)CC)(C)C.[CH3:63][CH:64]1[CH2:69][CH2:68][NH:67][CH2:66][CH2:65]1, predict the reaction product. The product is: [Cl:1][C:2]1[CH:3]=[C:4]2[C:9](=[CH:10][C:11]=1[C:12]([N:67]1[CH2:68][CH2:69][CH:64]([CH3:63])[CH2:65][CH2:66]1)=[O:14])[N:8]=[CH:7][N:6]=[C:5]2[NH:15][CH:16]([C:18]1[NH:22][C:21]2[CH:23]=[CH:24][C:25]([Cl:27])=[CH:26][C:20]=2[N:19]=1)[CH3:17]. (3) Given the reactants [F:1][C:2]1([F:29])[CH2:7][CH2:6][CH:5]([O:8][C:9]2[CH:14]=[CH:13][C:12]([N+:15]([O-])=O)=[CH:11][C:10]=2[C:18]2[C:19]3[CH:28]=[CH:27][NH:26][C:20]=3[C:21](=[O:25])[N:22]([CH3:24])[CH:23]=2)[CH2:4][CH2:3]1.CN1C=C(C2C=C([N+]([O-])=O)C=CC=2OC2C=CC=CC=2)C2C=CNC=2C1=O, predict the reaction product. The product is: [NH2:15][C:12]1[CH:13]=[CH:14][C:9]([O:8][CH:5]2[CH2:4][CH2:3][C:2]([F:1])([F:29])[CH2:7][CH2:6]2)=[C:10]([C:18]2[C:19]3[CH:28]=[CH:27][NH:26][C:20]=3[C:21](=[O:25])[N:22]([CH3:24])[CH:23]=2)[CH:11]=1. (4) Given the reactants [CH2:1]([C:3]1([CH2:10][CH3:11])[CH2:8]OS(=O)O[CH2:4]1)[CH3:2].[C-:12]#[N:13].[Na+].[OH2:15], predict the reaction product. The product is: [CH2:1]([C:3]([CH2:8][OH:15])([CH2:10][CH3:11])[CH2:4][C:12]#[N:13])[CH3:2].